From a dataset of Reaction yield outcomes from USPTO patents with 853,638 reactions. Predict the reaction yield, written as a fraction of the theoretical maximum amount of product (1.0 means a 100% yield; for example, 0.34 means a 34% yield). (1) The reactants are [CH:1]1([C:4]2[C:5]([O:15]C)=[CH:6][CH:7]=[C:8]3[C:13]=2[N:12]=[C:11]([CH3:14])[CH:10]=[CH:9]3)[CH2:3][CH2:2]1.Br.[OH-].[NH4+]. No catalyst specified. The product is [CH3:14][C:11]1[CH:10]=[CH:9][C:8]2[C:13](=[C:4]3[CH2:1][CH:2]([CH3:3])[O:15][C:5]3=[CH:6][CH:7]=2)[N:12]=1. The yield is 0.790. (2) The reactants are C([C:3]1([C:21]([O-:23])=[O:22])[CH:9](O)[CH2:8][CH2:7][N:6]([C:11]([O:13][CH2:14][C:15]2[CH:20]=[CH:19][CH:18]=[CH:17][CH:16]=2)=[O:12])[CH2:5][CH2:4]1)C.CS(Cl)(=O)=O.[CH2:29]1CCN2C(=NCCC2)C[CH2:30]1. The catalyst is C1COCC1. The product is [N:6]1([C:11]([O:13][CH2:14][C:15]2[CH:16]=[CH:17][CH:18]=[CH:19][CH:20]=2)=[O:12])[CH2:7][CH2:8][CH:9]=[C:3]([C:21]([O:23][CH2:29][CH3:30])=[O:22])[CH2:4][CH2:5]1. The yield is 0.510.